The task is: Binary Classification. Given a miRNA mature sequence and a target amino acid sequence, predict their likelihood of interaction.. This data is from Experimentally validated miRNA-target interactions with 360,000+ pairs, plus equal number of negative samples. The miRNA is hsa-miR-3194-3p with sequence AGCUCUGCUGCUCACUGGCAGU. The protein sequence of the target gene is MKVEFAPLNIQLARRLQTVAVLQWVLKYLLLGPMSIGITVMLIIHNYLFLYIPYLMWLYFDWHTPERGGRRSSWIKNWTLWKHFKDYFPIHLIKTQDLDPSHNYIFGFHPHGIMAVGAFGNFSVNYSDFKDLFPGFTSYLHVLPLWFWCPVFREYVMSVGLVSVSKKSVSYMVSKEGGGNISVIVLGGAKESLDAHPGKFTLFIRQRKGFVKIALTHGASLVPVVSFGENELFKQTDNPEGSWIRTVQNKLQKIMGFALPLFHARGVFQYNFGLMTYRKAIHTVVGRPIPVRQTLNPTQE.... Result: 1 (interaction).